Dataset: Peptide-MHC class I binding affinity with 185,985 pairs from IEDB/IMGT. Task: Regression. Given a peptide amino acid sequence and an MHC pseudo amino acid sequence, predict their binding affinity value. This is MHC class I binding data. (1) The MHC is HLA-A03:01 with pseudo-sequence HLA-A03:01. The peptide sequence is VIYRGVNFA. The binding affinity (normalized) is 0.212. (2) The peptide sequence is HLPLSPRTLN. The MHC is HLA-B27:05 with pseudo-sequence HLA-B27:05. The binding affinity (normalized) is 0. (3) The binding affinity (normalized) is 0.0847. The MHC is HLA-A26:01 with pseudo-sequence HLA-A26:01. The peptide sequence is PHPVVVRTL. (4) The peptide sequence is DEKPKVMEG. The MHC is HLA-A24:02 with pseudo-sequence HLA-A24:02. The binding affinity (normalized) is 0.0847. (5) The peptide sequence is YYKDDISYF. The MHC is HLA-A30:01 with pseudo-sequence HLA-A30:01. The binding affinity (normalized) is 0.0847. (6) The peptide sequence is MPSMSRRVF. The MHC is HLA-B54:01 with pseudo-sequence HLA-B54:01. The binding affinity (normalized) is 0.0830. (7) The MHC is HLA-A68:02 with pseudo-sequence HLA-A68:02. The binding affinity (normalized) is 0.301. The peptide sequence is LVGPTPVNI.